Dataset: Catalyst prediction with 721,799 reactions and 888 catalyst types from USPTO. Task: Predict which catalyst facilitates the given reaction. (1) Reactant: [Br:1][C:2]1[S:6][CH:5]=[C:4]([C:7]([NH2:10])([CH3:9])[CH3:8])[CH:3]=1.[C:11](=O)([O:22][CH:23]1[CH:28]2[CH2:29][CH2:30][N:25]([CH2:26][CH2:27]2)[CH2:24]1)[O:12]C1C=CC([N+]([O-])=O)=CC=1. Product: [N:25]12[CH2:30][CH2:29][CH:28]([CH2:27][CH2:26]1)[CH:23]([O:22][C:11](=[O:12])[NH:10][C:7]1([C:4]3[CH:3]=[C:2]([Br:1])[S:6][CH:5]=3)[CH2:9][CH2:8]1)[CH2:24]2. The catalyst class is: 527. (2) Reactant: [CH2:1]([O:3][C:4]([C:6]1[C:7]([OH:22])=[C:8]2[C:15]([C:16]3[CH:21]=[CH:20][CH:19]=[CH:18][CH:17]=3)=[N:14][S:13][C:9]2=[C:10](Br)[N:11]=1)=[O:5])[CH3:2].[F:23][C:24]1[CH:29]=[CH:28][C:27](B(O)O)=[CH:26][CH:25]=1.C([O-])([O-])=O.[K+].[K+]. Product: [CH2:1]([O:3][C:4]([C:6]1[C:7]([OH:22])=[C:8]2[C:15]([C:16]3[CH:21]=[CH:20][CH:19]=[CH:18][CH:17]=3)=[N:14][S:13][C:9]2=[C:10]([C:27]2[CH:28]=[CH:29][C:24]([F:23])=[CH:25][CH:26]=2)[N:11]=1)=[O:5])[CH3:2]. The catalyst class is: 203.